This data is from Reaction yield outcomes from USPTO patents with 853,638 reactions. The task is: Predict the reaction yield, written as a fraction of the theoretical maximum amount of product (1.0 means a 100% yield; for example, 0.34 means a 34% yield). (1) The reactants are CS(OS(C)(=O)=O)(=O)=O.[C:10]([O:14][C:15]([N:17]([C:29]([O:31][C:32]([CH3:35])([CH3:34])[CH3:33])=[O:30])[C:18]1[N:28]=[C:21]2[CH:22]=[CH:23][CH:24]=[C:25]([CH2:26]O)[N:20]2[N:19]=1)=[O:16])([CH3:13])([CH3:12])[CH3:11].C(N(CC)C(C)C)(C)C.[NH:45]1[CH2:50][CH2:49][NH:48][CH2:47][C:46]1=[O:51]. The catalyst is ClCCl. The product is [C:32]([O:31][C:29]([N:17]([C:15]([O:14][C:10]([CH3:13])([CH3:12])[CH3:11])=[O:16])[C:18]1[N:28]=[C:21]2[CH:22]=[CH:23][CH:24]=[C:25]([CH2:26][N:48]3[CH2:49][CH2:50][NH:45][C:46](=[O:51])[CH2:47]3)[N:20]2[N:19]=1)=[O:30])([CH3:34])([CH3:35])[CH3:33]. The yield is 0.960. (2) The reactants are Br[C:2]1[CH:28]=[CH:27][C:5]2[C:6]3[C:10]([CH2:11][CH2:12][O:13][C:4]=2[CH:3]=1)=[CH:9][N:8]([C:14]1[N:15]([C:19]2[CH:24]=[CH:23][C:22]([F:25])=[CH:21][C:20]=2[F:26])[N:16]=[CH:17][N:18]=1)[N:7]=3.ClC1N(C2C=CC(F)=CC=2F)N=CN=1.[Br:43]C1C=CC2OCCC3C(=NNC=3)C=2C=1.C(OCC)(=O)C. The catalyst is C1CCCCC1. The product is [Br:43][C:28]1[CH:2]=[CH:3][C:4]2[O:13][CH2:12][CH2:11][C:10]3[C:6](=[N:7][N:8]([C:14]4[N:15]([C:19]5[CH:24]=[CH:23][C:22]([F:25])=[CH:21][C:20]=5[F:26])[N:16]=[CH:17][N:18]=4)[CH:9]=3)[C:5]=2[CH:27]=1. The yield is 0.620. (3) The catalyst is C1COCC1. The yield is 0.948. The reactants are [C:1]([CH2:3]P(=O)(OCC)OCC)#[N:2].CC(C)([O-])C.[K+].[CH:18]1([CH:23]=O)[CH2:22][CH2:21][CH2:20][CH2:19]1. The product is [CH:18]1([CH:23]=[CH:3][C:1]#[N:2])[CH2:22][CH2:21][CH2:20][CH2:19]1. (4) The reactants are [CH2:1]([NH:3][C:4](=[O:28])[NH:5][C:6]1[N:11]=[CH:10][C:9]([C:12]2[S:13][C:14]([C:23]([O:25]CC)=[O:24])=[C:15]([C:17](=[O:22])[NH:18][CH2:19][CH2:20][CH3:21])[N:16]=2)=[CH:8][CH:7]=1)[CH3:2].[OH-].[Li+]. The catalyst is CO. The product is [CH2:1]([NH:3][C:4](=[O:28])[NH:5][C:6]1[N:11]=[CH:10][C:9]([C:12]2[S:13][C:14]([C:23]([OH:25])=[O:24])=[C:15]([C:17](=[O:22])[NH:18][CH2:19][CH2:20][CH3:21])[N:16]=2)=[CH:8][CH:7]=1)[CH3:2]. The yield is 0.720.